This data is from Reaction yield outcomes from USPTO patents with 853,638 reactions. The task is: Predict the reaction yield, written as a fraction of the theoretical maximum amount of product (1.0 means a 100% yield; for example, 0.34 means a 34% yield). (1) The product is [OH:8][CH2:9][C@H:10]1[O:15][CH2:14][C@H:13]([NH:16][C:17](=[O:23])[O:18][C:19]([CH3:21])([CH3:20])[CH3:22])[CH:12]=[CH:11]1. The catalyst is C1COCC1. The reactants are [Si]([O:8][CH2:9][C@H:10]1[O:15][CH2:14][C@H:13]([NH:16][C:17](=[O:23])[O:18][C:19]([CH3:22])([CH3:21])[CH3:20])[CH:12]=[CH:11]1)(C(C)(C)C)(C)C.[F-].C([N+](CCCC)(CCCC)CCCC)CCC.P([O-])([O-])([O-])=O.[K+].[K+].[K+]. The yield is 0.890. (2) The reactants are [Cl:1][C:2]1[C:10]2[C:5](=[CH:6][CH:7]=[C:8]([CH2:11]Cl)[CH:9]=2)[N:4]([C:13]([O:15][C:16]([CH3:19])([CH3:18])[CH3:17])=[O:14])[CH:3]=1.C[Sn](C)(C)[C:22]1[CH:23]=[C:24]([CH:29]=[CH:30][N:31]=1)[C:25]([O:27][CH3:28])=[O:26]. The catalyst is O1CCOCC1.Cl[Pd](Cl)([P](C1C=CC=CC=1)(C1C=CC=CC=1)C1C=CC=CC=1)[P](C1C=CC=CC=1)(C1C=CC=CC=1)C1C=CC=CC=1. The product is [Cl:1][C:2]1[C:10]2[C:5](=[CH:6][CH:7]=[C:8]([CH2:11][C:22]3[CH:23]=[C:24]([C:25]([O:27][CH3:28])=[O:26])[CH:29]=[CH:30][N:31]=3)[CH:9]=2)[N:4]([C:13]([O:15][C:16]([CH3:19])([CH3:18])[CH3:17])=[O:14])[CH:3]=1. The yield is 0.470.